This data is from Forward reaction prediction with 1.9M reactions from USPTO patents (1976-2016). The task is: Predict the product of the given reaction. (1) Given the reactants [C:1]([O:5][C:6](=[O:24])[NH:7][CH:8]([CH2:14][C:15]1[CH:20]=[CH:19][C:18]([N+:21]([O-:23])=[O:22])=[CH:17][CH:16]=1)[C:9](=[O:13])[CH:10]=[N+]=[N-])([CH3:4])([CH3:3])[CH3:2].[BrH:25], predict the reaction product. The product is: [C:1]([O:5][C:6](=[O:24])[NH:7][CH:8]([CH2:14][C:15]1[CH:20]=[CH:19][C:18]([N+:21]([O-:23])=[O:22])=[CH:17][CH:16]=1)[C:9](=[O:13])[CH2:10][Br:25])([CH3:4])([CH3:3])[CH3:2]. (2) Given the reactants [C:1]1(S(OCCCCCCCCCCCC)(=O)=O)[CH:6]=CC=[CH:3][CH:2]=1.[Na].[C:24](#[N:27])[CH:25]=[CH2:26].[C:28]([O:35][CH2:36][CH2:37][CH2:38][CH3:39])(=[O:34])/[CH:29]=[CH:30]\[C:31]([O-:33])=[O:32].C=CC=C.[O-]O.C1(C(C)C)C=CC=CC=1.C1(C=CC(O)=CC=1)O, predict the reaction product. The product is: [CH2:6]=[CH:1][CH:2]=[CH2:3].[C:24](#[N:27])[CH:25]=[CH2:26].[C:28]([O:35][CH2:36][CH2:37][CH2:38][CH3:39])(=[O:34])/[CH:29]=[CH:30]\[C:31]([O-:33])=[O:32]. (3) The product is: [CH3:7][C:4]1[CH2:5][CH:6]=[C:2]([CH3:1])[C:3]=1[C:8]1[CH:13]=[CH:12][CH:11]=[CH:10][C:9]=1[NH:14][S:22]([CH3:21])(=[O:24])=[O:23]. Given the reactants [CH3:1][C:2]1[CH2:6][CH:5]=[C:4]([CH3:7])[C:3]=1[C:8]1[CH:13]=[CH:12][CH:11]=[CH:10][C:9]=1[NH2:14].N1C=CC=CC=1.[CH3:21][S:22](Cl)(=[O:24])=[O:23].Cl, predict the reaction product. (4) Given the reactants [Cl:1][C:2]1[CH:3]=[C:4]([NH2:20])[CH:5]=[C:6]([Cl:19])[C:7]=1[O:8][C:9]1[S:10][C:11]2[CH:17]=[C:16]([Cl:18])[CH:15]=[CH:14][C:12]=2[N:13]=1.Cl[C:22]1[CH:23]=[C:24]([S:32](Cl)(=[O:34])=[O:33])[CH:25]=[CH:26][C:27]=1[C:28]([F:31])([F:30])[F:29].O.[ClH:37], predict the reaction product. The product is: [Cl:37][C:25]1[CH:26]=[C:27]([C:28]([F:31])([F:30])[F:29])[CH:22]=[CH:23][C:24]=1[S:32]([NH:20][C:4]1[CH:3]=[C:2]([Cl:1])[C:7]([O:8][C:9]2[S:10][C:11]3[CH:17]=[C:16]([Cl:18])[CH:15]=[CH:14][C:12]=3[N:13]=2)=[C:6]([Cl:19])[CH:5]=1)(=[O:34])=[O:33]. (5) The product is: [CH:1]1([N:4]([CH2:12][C:13]2[CH:18]=[C:17]([CH2:19][CH2:20][OH:55])[CH:16]=[C:15]([Cl:21])[C:14]=2[Cl:22])[C:5](=[O:11])[O:6][C:7]([CH3:8])([CH3:9])[CH3:10])[CH2:3][CH2:2]1. Given the reactants [CH:1]1([N:4]([CH2:12][C:13]2[CH:18]=[C:17]([CH:19]=[CH2:20])[CH:16]=[C:15]([Cl:21])[C:14]=2[Cl:22])[C:5](=[O:11])[O:6][C:7]([CH3:10])([CH3:9])[CH3:8])[CH2:3][CH2:2]1.C1C=CC(P(C2C=CC=CC=2)CCCCP(C2C=CC=CC=2)C2C=CC=CC=2)=CC=1.CC1(C)C(C)(C)OB[O:55]1.B(O[O-])=O.[Na+], predict the reaction product. (6) Given the reactants [N+:1]([C:4]1[CH:9]=[CH:8][C:7]([C:10](=O)[C:11](=[N:16][NH:17][C:18]2[CH:23]=[CH:22][C:21]([S:24]([OH:27])(=[O:26])=[O:25])=[CH:20][CH:19]=2)[C:12]([O:14]C)=O)=[CH:6][CH:5]=1)([O-:3])=[O:2].[NH:29]([C:31]1[CH:39]=[CH:38][C:34]([C:35]([OH:37])=[O:36])=[CH:33][CH:32]=1)[NH2:30].Cl.[CH2:41](O)[CH3:42], predict the reaction product. The product is: [N+:1]([C:4]1[CH:9]=[CH:8][C:7]([C:10]2[C:11](=[N:16][NH:17][C:18]3[CH:19]=[CH:20][C:21]([S:24]([OH:27])(=[O:25])=[O:26])=[CH:22][CH:23]=3)[C:12](=[O:14])[N:29]([C:31]3[CH:32]=[CH:33][C:34]([C:35]([O:37][CH2:41][CH3:42])=[O:36])=[CH:38][CH:39]=3)[N:30]=2)=[CH:6][CH:5]=1)([O-:3])=[O:2]. (7) Given the reactants [O-]P([O-])([O-])=O.[K+].[K+].[K+].[NH:9]1[CH2:13][CH2:12][CH2:11][CH2:10]1.I[C:15]1[CH:20]=[CH:19][CH:18]=[CH:17][CH:16]=1.C(O)CO, predict the reaction product. The product is: [C:15]1([N:9]2[CH2:13][CH2:12][CH2:11][CH2:10]2)[CH:20]=[CH:19][CH:18]=[CH:17][CH:16]=1.